Dataset: Reaction yield outcomes from USPTO patents with 853,638 reactions. Task: Predict the reaction yield, written as a fraction of the theoretical maximum amount of product (1.0 means a 100% yield; for example, 0.34 means a 34% yield). (1) The reactants are [S:1]1[C:9]2[C:4](=[N:5][CH:6]=[CH:7][CH:8]=2)[N:3]=[C:2]1[O:10][C:11]1[CH:18]=[CH:17][C:14]([CH:15]=O)=[CH:13][CH:12]=1.C[O:20][C:21](=[O:25])[CH2:22][CH2:23][NH2:24].[OH-].[Na+].C(O[BH-](OC(=O)C)OC(=O)C)(=O)C.[Na+]. The catalyst is CO. The product is [S:1]1[C:9]2[C:4](=[N:5][CH:6]=[CH:7][CH:8]=2)[N:3]=[C:2]1[O:10][C:11]1[CH:18]=[CH:17][C:14]([CH2:15][NH:24][CH2:23][CH2:22][C:21]([OH:25])=[O:20])=[CH:13][CH:12]=1. The yield is 0.310. (2) The reactants are [F:1][C:2]([F:13])([S:9]([O-:12])(=[O:11])=[O:10])[CH:3]([OH:8])[C:4]([F:7])([F:6])[F:5].[C:14]1([S+:20]([C:27]2[CH:32]=[CH:31][CH:30]=[CH:29][CH:28]=2)[C:21]2[CH:26]=[CH:25][CH:24]=[CH:23][CH:22]=2)[CH:19]=[CH:18][CH:17]=[CH:16][CH:15]=1.C(N(CC)CC)C.[C:40](O[C:40](=[O:44])[C:41]([CH3:43])=[CH2:42])(=[O:44])[C:41]([CH3:43])=[CH2:42].Cl. The catalyst is ClCCl. The product is [F:13][C:2]([F:1])([S:9]([O-:12])(=[O:10])=[O:11])[CH:3]([O:8][C:40](=[O:44])[C:41]([CH3:43])=[CH2:42])[C:4]([F:6])([F:5])[F:7].[C:27]1([S+:20]([C:14]2[CH:15]=[CH:16][CH:17]=[CH:18][CH:19]=2)[C:21]2[CH:26]=[CH:25][CH:24]=[CH:23][CH:22]=2)[CH:28]=[CH:29][CH:30]=[CH:31][CH:32]=1. The yield is 0.510. (3) The reactants are Br[C:2]1[CH:3]=[CH:4][C:5]2[O:10][CH2:9][CH2:8][N:7]([C:11]3[S:12][C:13]4[CH2:14]C(C)(C)N[C:17](=O)[C:18]=4[N:19]=3)[C:6]=2[CH:23]=1.[CH2:24]([N:31]1[CH:35]=[C:34](B2OC(C)(C)C(C)(C)O2)[CH:33]=[N:32]1)[C:25]1[CH:30]=[CH:29][CH:28]=[CH:27][CH:26]=1.C([O-])([O-])=O.[K+].[K+].[OH2:51]. The catalyst is [Br-].C([N+](CCCC)(CCCC)CCCC)CCC.C1COCC1.CCOC(C)=O. The product is [CH2:24]([N:31]1[CH:35]=[C:34]([C:2]2[CH:3]=[CH:4][C:5]3[O:10][CH2:9][CH2:8][N:7]([C:11]4[S:12][C:13]5[C:14](=[O:51])[NH:7][C:6]([CH3:23])([CH3:5])[CH2:17][C:18]=5[N:19]=4)[C:6]=3[CH:23]=2)[CH:33]=[N:32]1)[C:25]1[CH:26]=[CH:27][CH:28]=[CH:29][CH:30]=1. The yield is 0.680. (4) The reactants are [O:1]1[CH2:5][CH2:4][CH:3]([CH:6](N)[CH2:7][C:8]2[CH:9]=[N:10][CH:11]=[CH:12][CH:13]=2)[CH2:2]1.CS(OC1CCOCC1)(=O)=O.[Li+].CC([N-:30]C(C)C)C. No catalyst specified. The product is [O:1]1[CH2:2][CH2:3][CH:6]([CH:7]([NH2:30])[C:8]2[CH:9]=[N:10][CH:11]=[CH:12][CH:13]=2)[CH2:4][CH2:5]1. The yield is 0.520. (5) The reactants are C(N(CC)CC)C.[CH2:8]([OH:15])[C:9]1[CH:14]=[CH:13][CH:12]=[CH:11][CH:10]=1.Br[C:17]1[CH:26]=[CH:25][C:20]([C:21]([O:23][CH3:24])=[O:22])=[C:19]([F:27])[CH:18]=1.CN(C)[CH:30]=[O:31]. The catalyst is C([O-])(=O)C.C([O-])(=O)C.[Pd+2]. The product is [CH2:8]([O:15][C:30]([C:17]1[CH:26]=[CH:25][C:20]([C:21]([O:23][CH3:24])=[O:22])=[C:19]([F:27])[CH:18]=1)=[O:31])[C:9]1[CH:14]=[CH:13][CH:12]=[CH:11][CH:10]=1. The yield is 0.610.